Dataset: Full USPTO retrosynthesis dataset with 1.9M reactions from patents (1976-2016). Task: Predict the reactants needed to synthesize the given product. (1) Given the product [C:15]1([C:7]2[C:6]([C:4]3[N:3]=[CH:2][N:1]([C:22]4[CH:29]=[CH:28][C:25]([C:26]#[N:27])=[CH:24][CH:23]=4)[CH:5]=3)=[C:10]([C:11]([F:14])([F:12])[F:13])[O:9][N:8]=2)[CH:16]=[CH:17][CH:18]=[CH:19][CH:20]=1, predict the reactants needed to synthesize it. The reactants are: [NH:1]1[CH:5]=[C:4]([C:6]2[C:7]([C:15]3[CH:20]=[CH:19][CH:18]=[CH:17][CH:16]=3)=[N:8][O:9][C:10]=2[C:11]([F:14])([F:13])[F:12])[N:3]=[CH:2]1.F[C:22]1[CH:29]=[CH:28][C:25]([C:26]#[N:27])=[CH:24][CH:23]=1. (2) Given the product [CH:27]1([CH2:26][CH2:25][CH2:24][C@@H:15]([C:13]2[O:12][N:11]=[C:10]([N:9]3[CH2:3][CH2:4][CH2:5][S:6]3(=[O:8])=[O:7])[N:14]=2)[CH2:16][C:17]([OH:19])=[O:18])[CH2:32][CH2:31][CH2:30][CH2:29][CH2:28]1, predict the reactants needed to synthesize it. The reactants are: [Na].Cl[CH2:3][CH2:4][CH2:5][S:6]([NH:9][C:10]1[N:14]=[C:13]([C@H:15]([CH2:24][CH2:25][CH2:26][CH:27]2[CH2:32][CH2:31][CH2:30][CH2:29][CH2:28]2)[CH2:16][C:17]([O:19]C(C)(C)C)=[O:18])[O:12][N:11]=1)(=[O:8])=[O:7]. (3) Given the product [N:22]1([C:20]([NH:19][CH2:18][CH2:17][CH2:16][CH2:15][C@H:14]([NH:28][C:29](=[O:44])[O:30][CH2:31][C:32]2([CH2:36][C:37]3[CH:38]=[CH:39][C:40]([F:43])=[CH:41][CH:42]=3)[CH2:33][CH2:34][CH2:35]2)[C:2](=[O:1])[C:3](=[O:13])[NH:4][C@@H:5]([C:7]2[CH:12]=[CH:11][CH:10]=[CH:9][CH:8]=2)[CH3:6])=[O:21])[CH2:27][CH2:26][O:25][CH2:24][CH2:23]1, predict the reactants needed to synthesize it. The reactants are: [OH:1][CH:2]([C@@H:14]([NH:28][C:29](=[O:44])[O:30][CH2:31][C:32]1([CH2:36][C:37]2[CH:42]=[CH:41][C:40]([F:43])=[CH:39][CH:38]=2)[CH2:35][CH2:34][CH2:33]1)[CH2:15][CH2:16][CH2:17][CH2:18][NH:19][C:20]([N:22]1[CH2:27][CH2:26][O:25][CH2:24][CH2:23]1)=[O:21])[C:3](=[O:13])[NH:4][C@@H:5]([C:7]1[CH:12]=[CH:11][CH:10]=[CH:9][CH:8]=1)[CH3:6].OC([C@@H](NC(=O)OCC1(CC2C=CC=CC=2)CCCCC1)CCCCNC(N1CCOCC1)=O)C(=O)N[C@@H](C1C=CC=CC=1)C.